From a dataset of Reaction yield outcomes from USPTO patents with 853,638 reactions. Predict the reaction yield, written as a fraction of the theoretical maximum amount of product (1.0 means a 100% yield; for example, 0.34 means a 34% yield). (1) The yield is 0.790. The reactants are [O-]CC.[Na+].[Na].[C:6]([O:14]CC)(=O)[CH2:7][C:8]([O:10]CC)=O.[Cl:17][C:18]1[CH:26]=[CH:25][CH:24]=[CH:23][C:19]=1[C:20]([NH2:22])=[NH:21]. The catalyst is C(O)C. The product is [Cl:17][C:18]1[CH:26]=[CH:25][CH:24]=[CH:23][C:19]=1[C:20]1[N:22]=[C:6]([OH:14])[CH:7]=[C:8]([OH:10])[N:21]=1. (2) The reactants are Cl[C:2]1[CH:7]=[C:6]([NH:8][C:9]2[CH:18]=[CH:17][CH:16]=[CH:15][C:10]=2[C:11]([NH:13][CH3:14])=[O:12])[C:5]([C:19]([F:22])([F:21])[F:20])=[CH:4][N:3]=1.[N:23]1([C:29]2[CH:35]=[CH:34][C:32]([NH2:33])=[CH:31][CH:30]=2)[CH2:28][CH2:27][O:26][CH2:25][CH2:24]1.Cl. The catalyst is O1CCOCC1. The product is [CH3:14][NH:13][C:11](=[O:12])[C:10]1[CH:15]=[CH:16][CH:17]=[CH:18][C:9]=1[NH:8][C:6]1[C:5]([C:19]([F:22])([F:21])[F:20])=[CH:4][N:3]=[C:2]([NH:33][C:32]2[CH:31]=[CH:30][C:29]([N:23]3[CH2:28][CH2:27][O:26][CH2:25][CH2:24]3)=[CH:35][CH:34]=2)[CH:7]=1. The yield is 0.230. (3) The reactants are [NH2:1][C:2]1[S:3][C:4]([CH3:10])=[C:5]([CH3:9])[C:6]=1[C:7]#[N:8].[C:11]([N:19]=[C:20]=[O:21])(=[O:18])[C:12]1[CH:17]=[CH:16][CH:15]=[CH:14][CH:13]=1. The catalyst is O1CCOCC1. The product is [C:7]([C:6]1[C:5]([CH3:9])=[C:4]([CH3:10])[S:3][C:2]=1[NH:1][C:20]([NH:19][C:11](=[O:18])[C:12]1[CH:13]=[CH:14][CH:15]=[CH:16][CH:17]=1)=[O:21])#[N:8]. The yield is 0.900. (4) The reactants are [NH2:1][C:2]1[CH:7]=[CH:6][C:5]([S:8]([NH:11][C:12]2[CH:13]=[CH:14][C:15]3[CH2:19][O:18][B:17]([OH:20])[C:16]=3[CH:21]=2)(=[O:10])=[O:9])=[C:4]([CH2:22][NH2:23])[CH:3]=1.C(Cl)Cl.[C:27](OC(=O)C)(=[O:29])[CH3:28]. The catalyst is N1C=CC=CC=1. The product is [NH2:1][C:2]1[CH:7]=[CH:6][C:5]([S:8](=[O:9])(=[O:10])[NH:11][C:12]2[CH:13]=[CH:14][C:15]3[CH2:19][O:18][B:17]([OH:20])[C:16]=3[CH:21]=2)=[C:4]([CH:3]=1)[CH2:22][NH:23][C:27](=[O:29])[CH3:28]. The yield is 0.402. (5) The reactants are [CH:1]([C:3]1[CH:4]=[N:5][CH:6]=[C:7]([CH:10]=1)[C:8]#[N:9])=O.[C:11](#[N:15])[CH2:12][C:13]#[N:14].[OH:16][C:17]1[CH:25]=[CH:24][CH:23]=[C:22]2[C:18]=1[CH:19]=[CH:20][NH:21]2.N1CCCCC1. The catalyst is C(O)C. The product is [NH2:14][C:13]1[O:16][CH:17]2[C:18]3[C:22](=[CH:23][CH:24]=[C:25]2[CH:1]([C:3]2[CH:4]=[N:5][CH:6]=[C:7]([C:8]#[N:9])[CH:10]=2)[C:12]=1[C:11]#[N:15])[N:21]=[CH:20][CH:19]=3. The yield is 0.800. (6) The reactants are [C:1]([O:5][C:6]([NH:8][C@@H:9]1[CH2:14][CH2:13][C@H:12]([C:15](O)=[O:16])[CH2:11][CH2:10]1)=[O:7])([CH3:4])([CH3:3])[CH3:2].CN1CCOCC1.ClC(OCC(C)C)=O.[BH4-].[Na+]. The catalyst is C1COCC1.CO. The product is [C:1]([O:5][C:6]([NH:8][C@H:9]1[CH2:10][CH2:11][C@@H:12]([CH2:15][OH:16])[CH2:13][CH2:14]1)=[O:7])([CH3:4])([CH3:3])[CH3:2]. The yield is 1.00. (7) The reactants are [Cl:1][C:2]1[CH:3]=[C:4]([C:10]2[CH:15]=[C:14]([Cl:16])[C:13]([Cl:17])=[C:12]([Cl:18])[CH:11]=2)[CH:5]=[CH:6][C:7]=1[O:8]C.B(Br)(Br)Br. No catalyst specified. The product is [Cl:1][C:2]1[CH:3]=[C:4]([C:10]2[CH:11]=[C:12]([Cl:18])[C:13]([Cl:17])=[C:14]([Cl:16])[CH:15]=2)[CH:5]=[CH:6][C:7]=1[OH:8]. The yield is 0.900. (8) The catalyst is N12CCN(CC1)CC2.C(Cl)(Cl)Cl. The yield is 0.600. The reactants are [N:1]1[CH:6]=[CH:5][CH:4]=[CH:3][C:2]=1[CH:7]=[O:8].[C:9]([O:13][CH3:14])(=[O:12])[CH:10]=[CH2:11]. The product is [OH:8][CH:7]([C:2]1[CH:3]=[CH:4][CH:5]=[CH:6][N:1]=1)[C:10](=[CH2:11])[C:9]([O:13][CH3:14])=[O:12].